This data is from Catalyst prediction with 721,799 reactions and 888 catalyst types from USPTO. The task is: Predict which catalyst facilitates the given reaction. (1) The catalyst class is: 11. Reactant: Cl[C:2]1[C:11]([CH3:12])=[C:10]([Cl:13])[C:9]2[C:4](=[CH:5][C:6]([F:15])=[CH:7][C:8]=2[F:14])[N:3]=1.[CH2:16]([O:18][C:19]1[N:24]=[CH:23][C:22](B(O)O)=[CH:21][CH:20]=1)[CH3:17].C(=O)([O-])[O-].[K+].[K+]. Product: [Cl:13][C:10]1[C:9]2[C:4](=[CH:5][C:6]([F:15])=[CH:7][C:8]=2[F:14])[N:3]=[C:2]([C:22]2[CH:23]=[N:24][C:19]([O:18][CH2:16][CH3:17])=[CH:20][CH:21]=2)[C:11]=1[CH3:12]. (2) Product: [F:1][C:2]1[CH:7]=[CH:6][C:5]([F:8])=[CH:4][C:3]=1[C@H:9]1[CH2:13][CH2:12][CH2:11][N:10]1[C:14]1[CH:19]=[CH:18][N:17]2[N:20]=[CH:21][C:22]([C:23]([NH:27][NH:26][C:28]([CH:30]3[CH2:35][CH2:34][N:33]([C:36]([O:38][C:39]([CH3:42])([CH3:41])[CH3:40])=[O:37])[CH2:32][CH2:31]3)=[O:29])=[O:25])=[C:16]2[N:15]=1. The catalyst class is: 31. Reactant: [F:1][C:2]1[CH:7]=[CH:6][C:5]([F:8])=[CH:4][C:3]=1[C@H:9]1[CH2:13][CH2:12][CH2:11][N:10]1[C:14]1[CH:19]=[CH:18][N:17]2[N:20]=[CH:21][C:22]([C:23]([OH:25])=O)=[C:16]2[N:15]=1.[NH:26]([C:28]([CH:30]1[CH2:35][CH2:34][N:33]([C:36]([O:38][C:39]([CH3:42])([CH3:41])[CH3:40])=[O:37])[CH2:32][CH2:31]1)=[O:29])[NH2:27].CCN(C(C)C)C(C)C.CN(C(ON1N=NC2C=CC=NC1=2)=[N+](C)C)C.F[P-](F)(F)(F)(F)F. (3) Reactant: [C:1]([NH2:9])([CH2:4][C:5]([CH3:8])([CH3:7])[CH3:6])([CH3:3])[CH3:2].C([O:12][C:13](=[O:29])[C:14]([C:19](=[O:28])[C:20]1[C:25](Cl)=[CH:24][C:23](Cl)=[N:22][CH:21]=1)=[CH:15]N(C)C)C.[CH3:30][O-:31].[Na+]. Product: [CH3:30][O:31][C:23]1[CH:24]=[C:25]2[C:20]([C:19](=[O:28])[C:14]([C:13]([OH:12])=[O:29])=[CH:15][N:9]2[C:1]([CH2:4][C:5]([CH3:8])([CH3:7])[CH3:6])([CH3:3])[CH3:2])=[CH:21][N:22]=1. The catalyst class is: 5. (4) Reactant: [C:1]([O:6][CH:7]([O:9][CH2:10][CH2:11][CH2:12][CH3:13])[CH3:8])(=[O:5])[C:2]([CH3:4])=[CH2:3].[C:14]([O:19][CH2:20][CH:21]1[O:23][CH2:22]1)(=[O:18])[C:15]([CH3:17])=[CH2:16].C(C(C)=O)C(C)C.N(C(C)(CC)C([O-])=O)=NC(C)(CC)C([O-])=O. Product: [C:7]([O:9][CH:10]([CH3:11])[CH2:14][O:19][CH3:20])(=[O:6])[CH3:8].[C:1]([O:6][CH:7]([O:9][CH2:10][CH2:11][CH2:12][CH3:13])[CH3:8])(=[O:5])[C:2]([CH3:4])=[CH2:3].[C:14]([O:19][CH2:20][CH:21]1[O:23][CH2:22]1)(=[O:18])[C:15]([CH3:17])=[CH2:16]. The catalyst class is: 194. (5) Reactant: Br[CH:2]=[C:3]1[C:9]2[CH:10]=[CH:11][CH:12]=[C:13]([F:14])[C:8]=2[CH2:7][O:6][C:5]2[CH:15]=[C:16]([F:19])[CH:17]=[CH:18][C:4]1=2.CC1(C)C(C)(C)OB([C:28]2[CH:37]=[CH:36][C:31]3[NH:32][C:33](=[O:35])[NH:34][C:30]=3[CH:29]=2)O1.C([O-])([O-])=O.[Na+].[Na+]. Product: [F:19][C:16]1[CH:17]=[CH:18][C:4]2[C:3](=[CH:2][C:28]3[CH:37]=[CH:36][C:31]4[NH:32][C:33](=[O:35])[NH:34][C:30]=4[CH:29]=3)[C:9]3[CH:10]=[CH:11][CH:12]=[C:13]([F:14])[C:8]=3[CH2:7][O:6][C:5]=2[CH:15]=1. The catalyst class is: 203. (6) Product: [CH:23]([N:15]1[CH2:16][CH2:17][CH:12]([C:8]2[CH:9]=[CH:10][CH:11]=[C:6]([S:3]([CH3:2])(=[O:5])=[O:4])[CH:7]=2)[CH2:13][CH2:14]1)([CH2:24][CH3:25])[CH3:22]. Reactant: Cl.[CH3:2][S:3]([C:6]1[CH:7]=[C:8]([CH:12]2[CH2:17][CH2:16][NH:15][CH2:14][CH2:13]2)[CH:9]=[CH:10][CH:11]=1)(=[O:5])=[O:4].C(O)(=O)C.[CH3:22][C:23](=O)[CH2:24][CH3:25].C(O[BH-](OC(=O)C)OC(=O)C)(=O)C.[Na+]. The catalyst class is: 26. (7) Reactant: [CH3:1][O:2][C:3]([C:5]1[CH:13]=[CH:12][C:8]([C:9]([OH:11])=O)=[C:7]([N+:14]([O-:16])=[O:15])[CH:6]=1)=[O:4].[CH:17]([N:20](CC)C(C)C)([CH3:19])[CH3:18].F[P-](F)(F)(F)(F)F.N1(OC(N(C)C)=[N+](C)C)C2N=CC=CC=2N=N1.CC(N)C. Product: [CH:17]([NH:20][C:9]([C:8]1[CH:12]=[CH:13][C:5]([C:3]([O:2][CH3:1])=[O:4])=[CH:6][C:7]=1[N+:14]([O-:16])=[O:15])=[O:11])([CH3:19])[CH3:18]. The catalyst class is: 4.